This data is from Full USPTO retrosynthesis dataset with 1.9M reactions from patents (1976-2016). The task is: Predict the reactants needed to synthesize the given product. (1) Given the product [Br:23][C:3]1[CH:4]=[CH:5][C:6]([S:8]([N:11]2[CH2:16][CH2:15][N:14]([CH3:17])[CH2:13][CH2:12]2)(=[O:10])=[O:9])=[CH:7][C:2]=1[F:1], predict the reactants needed to synthesize it. The reactants are: [F:1][C:2]1[CH:7]=[C:6]([S:8]([N:11]2[CH2:16][CH2:15][N:14]([CH3:17])[CH2:13][CH2:12]2)(=[O:10])=[O:9])[CH:5]=[CH:4][C:3]=1N.N([O-])=O.[Na+].[BrH:23]. (2) Given the product [CH:16]([O:30][CH:9]([CH3:10])[CH3:11])([CH3:24])[CH3:17].[Cl:1][C:2]1[CH:3]=[C:4]([C:9]2([C:11]([F:14])([F:12])[F:13])[O:20][N:19]=[C:18]([C:17]3[CH:21]=[CH:22][C:23]([N+:26]([O-:28])=[O:27])=[C:24]([CH3:25])[CH:16]=3)[CH2:10]2)[CH:5]=[C:6]([Cl:8])[CH:7]=1, predict the reactants needed to synthesize it. The reactants are: [Cl:1][C:2]1[CH:3]=[C:4]([C:9]([C:11]([F:14])([F:13])[F:12])=[CH2:10])[CH:5]=[C:6]([Cl:8])[CH:7]=1.Cl[C:16]1[C:24]([CH3:25])=[C:23]([N+:26]([O-:28])=[O:27])[CH:22]=[CH:21][C:17]=1[CH:18]=[N:19][OH:20].C(=O)([O-])[OH:30].[K+].O.